This data is from Peptide-MHC class I binding affinity with 185,985 pairs from IEDB/IMGT. The task is: Regression. Given a peptide amino acid sequence and an MHC pseudo amino acid sequence, predict their binding affinity value. This is MHC class I binding data. (1) The binding affinity (normalized) is 0. The MHC is HLA-A02:01 with pseudo-sequence HLA-A02:01. The peptide sequence is VVKKLSVIR. (2) The peptide sequence is YMLDLQPETT. The MHC is HLA-A02:02 with pseudo-sequence HLA-A02:02. The binding affinity (normalized) is 0.196.